This data is from Reaction yield outcomes from USPTO patents with 853,638 reactions. The task is: Predict the reaction yield, written as a fraction of the theoretical maximum amount of product (1.0 means a 100% yield; for example, 0.34 means a 34% yield). (1) The reactants are [C:1]([Si:5]([CH3:26])([CH3:25])[O:6][C@@H:7]([C@@H:9]([CH:23]=[CH2:24])[C:10](N1[C@H](C(C)C)C(C)(C)OC1=O)=[O:11])[CH3:8])([CH3:4])([CH3:3])[CH3:2].[OH:27]O.O.[OH-].[Li+]. The catalyst is O1CCCC1.O. The product is [C:1]([Si:5]([CH3:26])([CH3:25])[O:6][C@@H:7]([C@@H:9]([CH:23]=[CH2:24])[C:10]([OH:11])=[O:27])[CH3:8])([CH3:2])([CH3:3])[CH3:4]. The yield is 0.790. (2) The reactants are [CH3:1][CH:2]1[CH2:7][C:6]([C:8]2[CH:13]=[CH:12][CH:11]=[CH:10][CH:9]=2)=[N:5][NH:4][C:3]1=[O:14].[Cl-].[Cl-].[Ca+2].Cl.[OH-].[Na+]. The catalyst is [Cu](Cl)Cl.[Cu]Cl.C(#N)C. The product is [CH3:1][C:2]1[C:3](=[O:14])[NH:4][N:5]=[C:6]([C:8]2[CH:13]=[CH:12][CH:11]=[CH:10][CH:9]=2)[CH:7]=1. The yield is 0.938. (3) The reactants are [CH3:1][C:2]1[CH:7]=[C:6]([CH3:8])[NH:5][C:4](=[O:9])[C:3]=1[CH2:10][NH:11][C:12]([C:14]1[C:15]2[CH:32]=[N:31][N:30]([CH:33]([CH3:35])[CH3:34])[C:16]=2[N:17]=[C:18]([C:20]2[CH2:21][CH2:22][N:23]([S:26]([CH3:29])(=[O:28])=[O:27])[CH2:24][CH:25]=2)[CH:19]=1)=[O:13]. The catalyst is CCO.[Pd]. The product is [CH3:1][C:2]1[CH:7]=[C:6]([CH3:8])[NH:5][C:4](=[O:9])[C:3]=1[CH2:10][NH:11][C:12]([C:14]1[C:15]2[CH:32]=[N:31][N:30]([CH:33]([CH3:35])[CH3:34])[C:16]=2[N:17]=[C:18]([CH:20]2[CH2:21][CH2:22][N:23]([S:26]([CH3:29])(=[O:28])=[O:27])[CH2:24][CH2:25]2)[CH:19]=1)=[O:13]. The yield is 0.120.